Dataset: Reaction yield outcomes from USPTO patents with 853,638 reactions. Task: Predict the reaction yield, written as a fraction of the theoretical maximum amount of product (1.0 means a 100% yield; for example, 0.34 means a 34% yield). (1) The reactants are Cl.[CH3:2][NH:3][C:4](=[O:12])[C@H:5]([C:8](=[O:11])[O:9][CH3:10])[NH:6][CH3:7].CN(C(ON1N=NC2C=CC=NC1=2)=[N+](C)C)C.F[P-](F)(F)(F)(F)F.CCN(C(C)C)C(C)C.[CH3:46][O:47][CH2:48][C:49]1[CH:54]=[CH:53][C:52]([C:55]2[CH:60]=[CH:59][C:58]([C:61]([OH:63])=O)=[CH:57][CH:56]=2)=[CH:51][CH:50]=1. The catalyst is [Cl-].[Na+].O.CN(C=O)C. The product is [CH3:46][O:47][CH2:48][C:49]1[CH:50]=[CH:51][C:52]([C:55]2[CH:56]=[CH:57][C:58]([C:61](=[O:63])[N:6]([CH:5]([C:4]([NH:3][CH3:2])=[O:12])[C:8]([O:9][CH3:10])=[O:11])[CH3:7])=[CH:59][CH:60]=2)=[CH:53][CH:54]=1. The yield is 0.690. (2) The reactants are [CH3:1][C:2]([N+:15]([O-:17])=[O:16])([CH3:14])[CH2:3][C:4]1[N:8]2[CH:9]=[CH:10][CH:11]=[C:12]([OH:13])[C:7]2=[N:6][CH:5]=1.Cl[CH2:19][C:20]([O:22][C:23]([CH3:26])([CH3:25])[CH3:24])=[O:21].C(=O)([O-])[O-].[K+].[K+].[I-].[K+]. The catalyst is CC(=O)CC. The product is [CH3:14][C:2]([N+:15]([O-:17])=[O:16])([CH3:1])[CH2:3][C:4]1[N:8]2[CH:9]=[CH:10][CH:11]=[C:12]([O:13][CH2:19][C:20]([O:22][C:23]([CH3:26])([CH3:25])[CH3:24])=[O:21])[C:7]2=[N:6][CH:5]=1. The yield is 0.810. (3) The reactants are CCN(C(C)C)C(C)C.[F:10][C:11]1[CH:16]=[CH:15][CH:14]=[CH:13][C:12]=1[C:17]1[O:21][N:20]=[C:19]([C:22]([OH:24])=O)[CH:18]=1.C1(C2ON=C(C(O)=O)C=2)C=CC=CC=1.FC1C=CC=CC=1C(=O)C.C1C=CC2N(O)N=NC=2C=1.CCN=C=NCCCN(C)C.Cl.Cl.[NH2:72][CH2:73][C:74]([N:76]1[CH2:81][CH2:80][CH:79]([O:82][C:83]2[CH:88]=[CH:87][CH:86]=[C:85]([C:89]([F:92])([F:91])[F:90])[CH:84]=2)[CH2:78][CH2:77]1)=[O:75]. The catalyst is CN(C=O)C.O. The product is [O:75]=[C:74]([N:76]1[CH2:77][CH2:78][CH:79]([O:82][C:83]2[CH:88]=[CH:87][CH:86]=[C:85]([C:89]([F:92])([F:90])[F:91])[CH:84]=2)[CH2:80][CH2:81]1)[CH2:73][NH:72][C:22]([C:19]1[CH:18]=[C:17]([C:12]2[CH:13]=[CH:14][CH:15]=[CH:16][C:11]=2[F:10])[O:21][N:20]=1)=[O:24]. The yield is 0.340. (4) The yield is 0.200. The reactants are [CH2:1]([O:8][C:9]1[C:10]([C:25]2[CH:26]=[CH:27][C:28]3[O:33][CH2:32][CH2:31][CH2:30][C:29]=3[CH:34]=2)=[C:11]([CH:19]([OH:24])[C:20]([O:22][CH3:23])=[O:21])[C:12]([C:15]([F:18])([F:17])[F:16])=[CH:13][CH:14]=1)[C:2]1[CH:7]=[CH:6][CH:5]=[CH:4][CH:3]=1.Cl(O)(=O)(=O)=O.[Na]. The catalyst is C(OC(C)(C)C)(=O)C. The product is [CH2:1]([O:8][C:9]1[C:10]([C:25]2[CH:26]=[CH:27][C:28]3[O:33][CH2:32][CH2:31][CH2:30][C:29]=3[CH:34]=2)=[C:11]([CH:19]([O:24][C:2]([CH3:7])([CH3:3])[CH3:1])[C:20]([O:22][CH3:23])=[O:21])[C:12]([C:15]([F:17])([F:18])[F:16])=[CH:13][CH:14]=1)[C:2]1[CH:7]=[CH:6][CH:5]=[CH:4][CH:3]=1.